From a dataset of Forward reaction prediction with 1.9M reactions from USPTO patents (1976-2016). Predict the product of the given reaction. (1) Given the reactants [N:1]([C@H:4]([CH2:21][C:22]1[CH:27]=[C:26]([F:28])[C:25]([F:29])=[CH:24][C:23]=1[F:30])[CH2:5][C:6]([N:8]1[CH2:13][CH2:12][N:11]2[C:14]([C:17]([F:20])([F:19])[F:18])=[N:15][N:16]=[C:10]2[CH2:9]1)=[O:7])=[N+]=[N-].C1(P(C2C=CC=CC=2)C2C=CC=CC=2)C=CC=CC=1.[NH4+].[OH-], predict the reaction product. The product is: [CH:27]1[C:22]([CH2:21][C@@H:4]([NH2:1])[CH2:5][C:6]([N:8]2[CH2:9][C:10]3=[N:16][N:15]=[C:14]([C:17]([F:20])([F:19])[F:18])[N:11]3[CH2:12][CH2:13]2)=[O:7])=[C:23]([F:30])[CH:24]=[C:25]([F:29])[C:26]=1[F:28]. (2) Given the reactants [F:1][C:2]1[CH:7]=[CH:6][C:5]([S:8]([N:11]2[C:20]3[C:15](=[CH:16][C:17]([CH3:24])=[C:18]([N+:21]([O-])=O)[CH:19]=3)[CH2:14][CH2:13][CH2:12]2)(=[O:10])=[O:9])=[CH:4][CH:3]=1, predict the reaction product. The product is: [F:1][C:2]1[CH:7]=[CH:6][C:5]([S:8]([N:11]2[C:20]3[C:15](=[CH:16][C:17]([CH3:24])=[C:18]([NH2:21])[CH:19]=3)[CH2:14][CH2:13][CH2:12]2)(=[O:9])=[O:10])=[CH:4][CH:3]=1. (3) Given the reactants C[O:2][C:3]([C:5]1[C:6]([NH:15][C:16]2[CH:21]=[CH:20][C:19]([Br:22])=[CH:18][C:17]=2[Cl:23])=[C:7]([Cl:14])[C:8]2[N:9]([CH:11]=[CH:12][N:13]=2)[CH:10]=1)=O.Cl.[CH2:25]1COCC1, predict the reaction product. The product is: [Br:22][C:19]1[CH:20]=[CH:21][C:16]([NH:15][C:6]2[C:5]([C:3](=[O:2])[CH3:25])=[CH:10][N:9]3[CH:11]=[CH:12][N:13]=[C:8]3[C:7]=2[Cl:14])=[C:17]([Cl:23])[CH:18]=1. (4) Given the reactants COC(=O)CCCCCCC(NC1SC=C(C2C=CC=C([N+]([O-])=O)C=2)N=1)=O.[N+:28]([C:31]1[CH:36]=[CH:35][CH:34]=[CH:33][C:32]=1[C:37]1[N:38]=[C:39]([NH2:42])[S:40][CH:41]=1)([O-:30])=[O:29].[CH2:43]([O:50][NH:51][C:52]([CH2:54][CH2:55][CH2:56][CH2:57][CH2:58][CH2:59][C:60](O)=[O:61])=[O:53])[C:44]1[CH:49]=[CH:48][CH:47]=[CH:46][CH:45]=1, predict the reaction product. The product is: [N+:28]([C:31]1[CH:36]=[CH:35][CH:34]=[CH:33][C:32]=1[C:37]1[N:38]=[C:39]([NH:42][C:60](=[O:61])[CH2:59][CH2:58][CH2:57][CH2:56][CH2:55][CH2:54][C:52]([NH:51][O:50][CH2:43][C:44]2[CH:49]=[CH:48][CH:47]=[CH:46][CH:45]=2)=[O:53])[S:40][CH:41]=1)([O-:30])=[O:29]. (5) Given the reactants NC(=O)[C@@H:3]([NH:8][C:9](=[O:37])[C@@H:10]([NH:15][C:16]([N:18]1[C:26]2[CH2:25][CH2:24][N:23]([CH3:27])[CH2:22][C:21]=2[C:20]([C:28]2[CH:33]=[C:32]([F:34])[C:31]([F:35])=[CH:30][C:29]=2[F:36])=[N:19]1)=[O:17])[C:11]([CH3:14])([CH3:13])[CH3:12])[CH2:4]C(C)C.N1CC[CH:42]([C:45]([NH2:47])=[O:46])[CH2:41][CH2:40]1, predict the reaction product. The product is: [C:45]([CH:42]1[CH2:41][CH2:40][N:8]([C:9](=[O:37])[C@@H:10]([NH:15][C:16]([N:18]2[C:26]3[CH2:25][CH2:24][N:23]([CH3:27])[CH2:22][C:21]=3[C:20]([C:28]3[CH:33]=[C:32]([F:34])[C:31]([F:35])=[CH:30][C:29]=3[F:36])=[N:19]2)=[O:17])[C:11]([CH3:14])([CH3:12])[CH3:13])[CH2:3][CH2:4]1)(=[O:46])[NH2:47]. (6) Given the reactants [CH2:1]([Li])CCC.[CH3:6][O:7][C:8]([C:10]1[S:11][C:12]([C:28]2[CH:33]=[CH:32][CH:31]=[CH:30][CH:29]=2)=[CH:13][C:14]=1[N:15]([CH:25]([CH3:27])[CH3:26])[C:16]([CH:18]1[CH2:23][CH2:22][C:21](=O)[CH2:20][CH2:19]1)=[O:17])=[O:9], predict the reaction product. The product is: [CH3:6][O:7][C:8]([C:10]1[S:11][C:12]([C:28]2[CH:33]=[CH:32][CH:31]=[CH:30][CH:29]=2)=[CH:13][C:14]=1[N:15]([CH:25]([CH3:26])[CH3:27])[C:16]([CH:18]1[CH2:23][CH2:22][C:21](=[CH2:1])[CH2:20][CH2:19]1)=[O:17])=[O:9]. (7) Given the reactants [Cl:1][C:2]1[CH:11]=[CH:10][C:9]2[NH:8][C:7](=O)[C:6]3[N:13]=[CH:14][N:15](CC4C=CC(OC)=CC=4OC)[C:5]=3[C:4]=2[CH:3]=1.O=P(Cl)(Cl)[Cl:29].C(N(CC)C(C)C)(C)C, predict the reaction product. The product is: [Cl:29][C:7]1[C:6]2[N:13]=[CH:14][NH:15][C:5]=2[C:4]2[CH:3]=[C:2]([Cl:1])[CH:11]=[CH:10][C:9]=2[N:8]=1. (8) The product is: [CH3:54][O:55][C:56]1[CH:57]=[C:58]([C:64]2[CH2:73][C:68]3([CH2:69][CH2:70][CH2:71][CH2:72]3)[C:67](=[O:74])[N:66]([CH:75]3[CH2:76][CH2:77][N:78]([C:17](=[O:19])[C@@H:9]([NH:8][C:6](=[O:7])[O:5][C:1]([CH3:2])([CH3:3])[CH3:4])[CH2:10][C:11]4[CH:12]=[N:13][CH:14]=[CH:15][CH:16]=4)[CH2:79][CH2:80]3)[N:65]=2)[CH:59]=[CH:60][C:61]=1[O:62][CH3:63]. Given the reactants [C:1]([O:5][C:6]([NH:8][C@H:9]([C:17]([OH:19])=O)[CH2:10][C:11]1[CH:12]=[N:13][CH:14]=[CH:15][CH:16]=1)=[O:7])([CH3:4])([CH3:3])[CH3:2].CCN(C(C)C)C(C)C.CN(C(ON1N=NC2C=CC=CC1=2)=[N+](C)C)C.F[P-](F)(F)(F)(F)F.Cl.[CH3:54][O:55][C:56]1[CH:57]=[C:58]([C:64]2[CH2:73][C:68]3([CH2:72][CH2:71][CH2:70][CH2:69]3)[C:67](=[O:74])[N:66]([CH:75]3[CH2:80][CH2:79][NH:78][CH2:77][CH2:76]3)[N:65]=2)[CH:59]=[CH:60][C:61]=1[O:62][CH3:63].C(=O)(O)[O-].[Na+], predict the reaction product. (9) Given the reactants C([O:4][C@@H:5]1[C@H:9]([O:10][CH2:11][C:12]2[CH:17]=[CH:16][CH:15]=[CH:14][CH:13]=2)[C@:8]([CH2:21][O:22][CH2:23][C:24]2[CH:29]=[CH:28][CH:27]=[CH:26][CH:25]=2)([CH:18]([F:20])[F:19])[O:7][C@H:6]1[N:30]1[CH:35]=[C:34]([Cl:36])[C:33]([NH2:37])=[N:32][C:31]1=[O:38])(=O)C.CO, predict the reaction product. The product is: [NH2:37][C:33]1[C:34]([Cl:36])=[CH:35][N:30]([C@H:6]2[C@H:5]([OH:4])[C@H:9]([O:10][CH2:11][C:12]3[CH:13]=[CH:14][CH:15]=[CH:16][CH:17]=3)[C@:8]([CH2:21][O:22][CH2:23][C:24]3[CH:29]=[CH:28][CH:27]=[CH:26][CH:25]=3)([CH:18]([F:19])[F:20])[O:7]2)[C:31](=[O:38])[N:32]=1. (10) Given the reactants [CH:1]1([N:6]2[C:11]3[N:12]=[C:13]([NH:16][C:17]4[N:22]=[CH:21][C:20]([N:23]5[CH2:28][CH2:27][CH2:26][CH2:25][CH2:24]5)=[CH:19][CH:18]=4)[N:14]=[CH:15][C:10]=3[C:9]([CH3:29])=[C:8]([C:30]([O:32]CC)=[CH2:31])[C:7]2=[O:35])[CH2:5][CH2:4][CH2:3][CH2:2]1.Cl, predict the reaction product. The product is: [C:30]([C:8]1[C:7](=[O:35])[N:6]([CH:1]2[CH2:5][CH2:4][CH2:3][CH2:2]2)[C:11]2[N:12]=[C:13]([NH:16][C:17]3[N:22]=[CH:21][C:20]([N:23]4[CH2:24][CH2:25][CH2:26][CH2:27][CH2:28]4)=[CH:19][CH:18]=3)[N:14]=[CH:15][C:10]=2[C:9]=1[CH3:29])(=[O:32])[CH3:31].